From a dataset of Forward reaction prediction with 1.9M reactions from USPTO patents (1976-2016). Predict the product of the given reaction. Given the reactants [Cl:1][C:2]1[C:7]([O:8][CH3:9])=[CH:6][C:5]([OH:10])=[C:4]([CH:11]([OH:15])[CH:12]([CH3:14])[CH3:13])[CH:3]=1.C([O-])([O-])=O.[Cs+].[Cs+].Br[CH2:23][C:24]([O:26][CH2:27][CH3:28])=[O:25], predict the reaction product. The product is: [CH2:27]([O:26][C:24](=[O:25])[CH2:23][O:10][C:5]1[CH:6]=[C:7]([O:8][CH3:9])[C:2]([Cl:1])=[CH:3][C:4]=1[CH:11]([OH:15])[CH:12]([CH3:13])[CH3:14])[CH3:28].